From a dataset of Reaction yield outcomes from USPTO patents with 853,638 reactions. Predict the reaction yield, written as a fraction of the theoretical maximum amount of product (1.0 means a 100% yield; for example, 0.34 means a 34% yield). (1) The reactants are [CH3:1][O:2][C:3]1[CH:4]=[C:5]([N:12]2[CH2:17][CH2:16][C:15](=O)[C:14]([CH3:20])([CH3:19])[CH2:13]2)[CH:6]=[CH:7][C:8]=1[N+:9]([O-:11])=[O:10].C([O-])(=O)C.[NH4+].C([BH3-])#[N:27].[Na+]. The catalyst is CO. The product is [CH3:1][O:2][C:3]1[CH:4]=[C:5]([N:12]2[CH2:17][CH2:16][CH:15]([NH2:27])[C:14]([CH3:20])([CH3:19])[CH2:13]2)[CH:6]=[CH:7][C:8]=1[N+:9]([O-:11])=[O:10]. The yield is 0.720. (2) The reactants are Cl[C:2]1[CH:7]=[C:6]([C:8]2([C:19]3[CH:24]=[C:23]([CH3:25])[N:22]=[C:21]([CH:26]([F:28])[F:27])[CH:20]=3)[C:16]3[C:11](=[C:12]([F:17])[CH:13]=[CH:14][CH:15]=3)[C:10]([NH2:18])=[N:9]2)[CH:5]=[CH:4][N:3]=1.[N:29]1[CH:34]=[C:33](B(O)O)[CH:32]=[N:31][CH:30]=1.C(=O)([O-])[O-].[Na+].[Na+]. The catalyst is C1COCC1.Cl[Pd]Cl.C1(P(C2C=CC=CC=2)[C-]2C=CC=C2)C=CC=CC=1.[C-]1(P(C2C=CC=CC=2)C2C=CC=CC=2)C=CC=C1.[Fe+2]. The product is [F:28][CH:26]([F:27])[C:21]1[CH:20]=[C:19]([C:8]2([C:6]3[CH:5]=[CH:4][N:3]=[C:2]([C:33]4[CH:34]=[N:29][CH:30]=[N:31][CH:32]=4)[CH:7]=3)[C:16]3[C:11](=[C:12]([F:17])[CH:13]=[CH:14][CH:15]=3)[C:10]([NH2:18])=[N:9]2)[CH:24]=[C:23]([CH3:25])[N:22]=1. The yield is 0.140. (3) The reactants are [C:1]([O:20][CH2:21][C@@H:22]([OH:35])[CH2:23][CH2:24][O:25][CH2:26][C:27]1[CH:32]=[CH:31][C:30]([O:33][CH3:34])=[CH:29][CH:28]=1)([C:14]1[CH:19]=[CH:18][CH:17]=[CH:16][CH:15]=1)([C:8]1[CH:13]=[CH:12][CH:11]=[CH:10][CH:9]=1)[C:2]1[CH:7]=[CH:6][CH:5]=[CH:4][CH:3]=1.[CH3:36][C:37](C)([O-])[CH3:38].[K+].C(Br)C=C. The catalyst is C1COCC1. The product is [C:1]([O:20][CH2:21][C@@H:22]([O:35][CH2:38][CH:37]=[CH2:36])[CH2:23][CH2:24][O:25][CH2:26][C:27]1[CH:28]=[CH:29][C:30]([O:33][CH3:34])=[CH:31][CH:32]=1)([C:8]1[CH:13]=[CH:12][CH:11]=[CH:10][CH:9]=1)([C:2]1[CH:3]=[CH:4][CH:5]=[CH:6][CH:7]=1)[C:14]1[CH:19]=[CH:18][CH:17]=[CH:16][CH:15]=1. The yield is 0.990.